This data is from Full USPTO retrosynthesis dataset with 1.9M reactions from patents (1976-2016). The task is: Predict the reactants needed to synthesize the given product. (1) Given the product [O:32]=[C:20]([C:2]1[CH:9]=[CH:8][C:5]([CH:6]=[CH2:7])=[CH:4][CH:3]=1)[C:21]([O:23][CH2:24][CH2:25][C:26]1[CH:27]=[CH:28][CH:29]=[CH:30][CH:31]=1)=[O:22], predict the reactants needed to synthesize it. The reactants are: Br[C:2]1[CH:9]=[CH:8][C:5]([CH:6]=[CH2:7])=[CH:4][CH:3]=1.[Mg].C1(CCO[C:20](=[O:32])[C:21]([O:23][CH2:24][CH2:25][C:26]2[CH:31]=[CH:30][CH:29]=[CH:28][CH:27]=2)=[O:22])C=CC=CC=1.[NH4+].[Cl-]. (2) Given the product [Cl:28][C:26]1[N:25]=[CH:24][N:23]=[C:22]([CH2:21][C:18]2[CH:19]=[CH:20][C:15]([NH2:14])=[CH:16][CH:17]=2)[CH:27]=1, predict the reactants needed to synthesize it. The reactants are: Cl.O1CCOCC1.C(OC(=O)[NH:14][C:15]1[CH:20]=[CH:19][C:18]([CH2:21][C:22]2[CH:27]=[C:26]([Cl:28])[N:25]=[CH:24][N:23]=2)=[CH:17][CH:16]=1)(C)(C)C.